From a dataset of Forward reaction prediction with 1.9M reactions from USPTO patents (1976-2016). Predict the product of the given reaction. (1) Given the reactants [F:1][C:2]1[CH:7]=[CH:6][C:5]([NH:8][C:9]2[C:21]3[C:20]4[CH2:19][CH:18]([C:22](O)=[O:23])[CH2:17][CH2:16][C:15]=4[NH:14][C:13]=3[N:12]=[CH:11][N:10]=2)=[C:4]([O:25][CH2:26][CH2:27][OH:28])[CH:3]=1.[NH2:29][CH2:30][C:31]([O:33][CH2:34][CH3:35])=[O:32], predict the reaction product. The product is: [F:1][C:2]1[CH:7]=[CH:6][C:5]([NH:8][C:9]2[C:21]3[C:20]4[CH2:19][CH:18]([C:22]([NH:29][CH2:30][C:31]([O:33][CH2:34][CH3:35])=[O:32])=[O:23])[CH2:17][CH2:16][C:15]=4[NH:14][C:13]=3[N:12]=[CH:11][N:10]=2)=[C:4]([O:25][CH2:26][CH2:27][OH:28])[CH:3]=1. (2) Given the reactants [CH3:1][O:2][CH2:3][C@H:4]([CH3:32])[O:5][C:6]1[CH:7]=[C:8]([C:23]2[NH:31][C:26]3=[N:27][CH:28]=[CH:29][CH:30]=[C:25]3[N:24]=2)[CH:9]=[C:10]([O:12][C:13]2[CH:18]=[CH:17][C:16](S(C)(=O)=O)=[CH:15][CH:14]=2)[CH:11]=1.IC1C=C(C=CC=1)[C:37]([N:39]([CH3:41])[CH3:40])=[O:38].C(=O)([O-])[O-].[Cs+].[Cs+], predict the reaction product. The product is: [N:24]1[C:25]2[C:26](=[N:27][CH:28]=[CH:29][CH:30]=2)[NH:31][C:23]=1[C:8]1[CH:9]=[C:10]([CH:11]=[C:6]([O:5][C@@H:4]([CH3:32])[CH2:3][O:2][CH3:1])[CH:7]=1)[O:12][C:13]1[CH:18]=[C:17]([CH:16]=[CH:15][CH:14]=1)[C:37]([N:39]([CH3:41])[CH3:40])=[O:38]. (3) Given the reactants C([N:8]1[CH2:13][CH2:12][CH:11]([N:14]([CH2:19][CH2:20][OH:21])[CH2:15][CH2:16][CH2:17][OH:18])[CH2:10][CH2:9]1)C1C=CC=CC=1.[H][H], predict the reaction product. The product is: [OH:21][CH2:20][CH2:19][N:14]([CH2:15][CH2:16][CH2:17][OH:18])[CH:11]1[CH2:10][CH2:9][NH:8][CH2:13][CH2:12]1. (4) Given the reactants [OH:1][C:2]1[CH:3]=[C:4]([C:8]2[N:9]=[C:10]([N:22]3[CH2:27][CH2:26][O:25][CH2:24][CH2:23]3)[C:11]3[N:16]=[N:15][N:14]([CH2:17][CH2:18][CH2:19][CH:20]=O)[C:12]=3[N:13]=2)[CH:5]=[CH:6][CH:7]=1.CN.[BH3-][C:31]#[N:32].[Na+], predict the reaction product. The product is: [CH3:31][NH:32][CH2:20][CH2:19][CH2:18][CH2:17][N:14]1[C:12]2[N:13]=[C:8]([C:4]3[CH:3]=[C:2]([OH:1])[CH:7]=[CH:6][CH:5]=3)[N:9]=[C:10]([N:22]3[CH2:27][CH2:26][O:25][CH2:24][CH2:23]3)[C:11]=2[N:16]=[N:15]1. (5) Given the reactants [CH3:1][C:2]([CH3:15])([CH2:8][C:9]1[CH:14]=[CH:13][CH:12]=[CH:11][CH:10]=1)[C:3](=O)[C:4]([OH:6])=[O:5].[CH3:16][NH2:17], predict the reaction product. The product is: [CH3:16][NH:17][C@H:3]([C:4]([OH:6])=[O:5])[C:2]([CH3:15])([CH2:8][C:9]1[CH:14]=[CH:13][CH:12]=[CH:11][CH:10]=1)[CH3:1]. (6) Given the reactants [F:1][C:2]([F:49])([F:48])[C:3]1[CH:4]=[C:5]([CH:41]=[C:42]([C:44]([F:47])([F:46])[F:45])[CH:43]=1)[C:6]([N:8]1[CH2:12][C@@:11]([CH2:20][CH2:21][N:22]2[CH2:27][CH2:26][C:25]3([C:35]4[C:30](=[CH:31][CH:32]=[CH:33][CH:34]=4)[CH2:29][C@@H:28]3[O:36][CH2:37][C:38](O)=[O:39])[CH2:24][CH2:23]2)([C:13]2[CH:18]=[CH:17][C:16]([F:19])=[CH:15][CH:14]=2)[O:10][CH2:9]1)=[O:7].C(N(CC)CC)C.C(Cl)(=O)C(C)(C)C.[CH3:64][NH:65][CH2:66][CH2:67][CH2:68][CH2:69][OH:70].C(=O)([O-])O.[Na+], predict the reaction product. The product is: [F:49][C:2]([F:48])([F:1])[C:3]1[CH:4]=[C:5]([CH:41]=[C:42]([C:44]([F:46])([F:47])[F:45])[CH:43]=1)[C:6]([N:8]1[CH2:12][C@@:11]([CH2:20][CH2:21][N:22]2[CH2:27][CH2:26][C:25]3([C:35]4[C:30](=[CH:31][CH:32]=[CH:33][CH:34]=4)[CH2:29][C@@H:28]3[O:36][CH2:37][C:38]([N:65]([CH2:66][CH2:67][CH2:68][CH2:69][OH:70])[CH3:64])=[O:39])[CH2:24][CH2:23]2)([C:13]2[CH:18]=[CH:17][C:16]([F:19])=[CH:15][CH:14]=2)[O:10][CH2:9]1)=[O:7]. (7) Given the reactants [CH2:1]([O:3][C:4](=[O:12])[CH:5]=[C:6]1[CH2:11][CH2:10][O:9][CH2:8][CH2:7]1)[CH3:2].[H][H], predict the reaction product. The product is: [CH2:1]([O:3][C:4](=[O:12])[CH2:5][CH:6]1[CH2:11][CH2:10][O:9][CH2:8][CH2:7]1)[CH3:2]. (8) Given the reactants [CH3:1][C:2]1[CH:11]=[CH:10][C:9]2[C:4](=[CH:5][CH:6]=[C:7]3[O:15][CH2:14][CH:13]([CH2:16]OS(C4C=CC(C)=CC=4)(=O)=O)[O:12][C:8]3=2)[N:3]=1.[F:28][C:29]1[CH:30]=[C:31]2[C:35](=[CH:36][CH:37]=1)[NH:34][CH:33]=[C:32]2[C@@H:38]1[CH2:43][CH2:42][C@H:41]([NH2:44])[CH2:40][CH2:39]1, predict the reaction product. The product is: [F:28][C:29]1[CH:30]=[C:31]2[C:35](=[CH:36][CH:37]=1)[NH:34][CH:33]=[C:32]2[C@@H:38]1[CH2:43][CH2:42][C@H:41]([NH:44][CH2:16][C@@H:13]2[O:12][C:8]3=[C:9]4[C:4](=[CH:5][CH:6]=[C:7]3[O:15][CH2:14]2)[N:3]=[C:2]([CH3:1])[CH:11]=[CH:10]4)[CH2:40][CH2:39]1. (9) Given the reactants [C:1]([O:5][C:6](=[O:19])[C:7]1[CH:12]=[CH:11][C:10]([C:13]#[C:14][CH:15]2[CH2:17][CH2:16]2)=[C:9](Cl)[CH:8]=1)([CH3:4])([CH3:3])[CH3:2].Cl.[NH:21]([C:23]1[CH:28]=[CH:27][N:26]=[CH:25][CH:24]=1)[NH2:22].C([O-])([O-])=O.[Cs+].[Cs+], predict the reaction product. The product is: [C:1]([O:5][C:6]([C:7]1[CH:12]=[CH:11][C:10]2[C:9]([CH:8]=1)=[N:22][N:21]([C:23]1[CH:28]=[CH:27][N:26]=[CH:25][CH:24]=1)[C:13]=2[CH2:14][CH:15]1[CH2:17][CH2:16]1)=[O:19])([CH3:4])([CH3:3])[CH3:2].